This data is from Full USPTO retrosynthesis dataset with 1.9M reactions from patents (1976-2016). The task is: Predict the reactants needed to synthesize the given product. (1) Given the product [CH3:3][C:2]([CH3:4])([CH2:21][C:22]#[C:23][CH2:24][N:25]1[CH2:30][CH2:29][O:28][CH2:27][CH2:26]1)[C:1]([O:6][CH2:7][CH3:8])=[O:5], predict the reactants needed to synthesize it. The reactants are: [C:1]([O:6][CH2:7][CH3:8])(=[O:5])[CH:2]([CH3:4])[CH3:3].C[Si]([N-][Si](C)(C)C)(C)C.[Li+].Cl.Cl[CH2:21][C:22]#[C:23][CH2:24][N:25]1[CH2:30][CH2:29][O:28][CH2:27][CH2:26]1. (2) The reactants are: [NH2:1][NH2:2].[C:3]([O:7][C:8](=[O:37])[NH:9][C:10]1([C:14]2[CH:19]=[CH:18][C:17]([C:20]3[C:29]([C:30]4[CH:35]=[CH:34][CH:33]=[CH:32][CH:31]=4)=[CH:28][C:27]4[C:22](=[CH:23][CH:24]=[N:25][C:26]=4Cl)[N:21]=3)=[CH:16][CH:15]=2)[CH2:13][CH2:12][CH2:11]1)([CH3:6])([CH3:5])[CH3:4].C(OCC)(=O)C. Given the product [C:3]([O:7][C:8](=[O:37])[NH:9][C:10]1([C:14]2[CH:19]=[CH:18][C:17]([C:20]3[C:29]([C:30]4[CH:35]=[CH:34][CH:33]=[CH:32][CH:31]=4)=[CH:28][C:27]4[C:22](=[CH:23][CH:24]=[N:25][C:26]=4[NH:1][NH2:2])[N:21]=3)=[CH:16][CH:15]=2)[CH2:13][CH2:12][CH2:11]1)([CH3:6])([CH3:5])[CH3:4], predict the reactants needed to synthesize it. (3) Given the product [N:29]([CH:23]([C:5]1[C:6]2[N:7]3[CH2:14][CH2:13][CH2:12][N:11]([C:15]4[CH:20]=[CH:19][C:18]([Cl:21])=[CH:17][C:16]=4[Cl:22])[C:8]3=[N:9][C:10]=2[C:2]([Cl:1])=[CH:3][CH:4]=1)[C:24]([F:27])([F:26])[F:25])=[N+:30]=[N-:31], predict the reactants needed to synthesize it. The reactants are: [Cl:1][C:2]1[C:10]2[N:9]=[C:8]3[N:11]([C:15]4[CH:20]=[CH:19][C:18]([Cl:21])=[CH:17][C:16]=4[Cl:22])[CH2:12][CH2:13][CH2:14][N:7]3[C:6]=2[C:5]([CH:23](O)[C:24]([F:27])([F:26])[F:25])=[CH:4][CH:3]=1.[N-:29]=[N+:30]=[N-:31].[Na+].O.